This data is from Catalyst prediction with 721,799 reactions and 888 catalyst types from USPTO. The task is: Predict which catalyst facilitates the given reaction. (1) Reactant: [CH:1]1([N:6]2[C:10]3[N:11]=[C:12]4[CH2:19][N:18](C(OC(C)(C)C)=O)[CH2:17][CH2:16][N:13]4[C:14](=[O:15])[C:9]=3[CH:8]=[N:7]2)[CH2:5][CH2:4][CH2:3][CH2:2]1. Product: [CH:1]1([N:6]2[C:10]3[N:11]=[C:12]4[CH2:19][NH:18][CH2:17][CH2:16][N:13]4[C:14](=[O:15])[C:9]=3[CH:8]=[N:7]2)[CH2:5][CH2:4][CH2:3][CH2:2]1. The catalyst class is: 209. (2) Reactant: [CH2:1]([O:3][C:4](=[O:12])[C:5]1[CH:10]=[CH:9][C:8]([OH:11])=[CH:7][CH:6]=1)[CH3:2].Br[CH2:14][CH2:15][CH2:16][Cl:17].C(=O)([O-])[O-].[K+].[K+]. Product: [CH2:1]([O:3][C:4](=[O:12])[C:5]1[CH:10]=[CH:9][C:8]([O:11][CH2:14][CH2:15][CH2:16][Cl:17])=[CH:7][CH:6]=1)[CH3:2]. The catalyst class is: 21. (3) Reactant: N([O-])=[O:2].[Na+].N[C:6]1[N:7]=[N+:8]([O-:17])[C:9]2[CH:15]=[C:14]([OH:16])[CH:13]=[CH:12][C:10]=2[N:11]=1. Product: [OH:2][C:6]1[N:7]=[N+:8]([O-:17])[C:9]2[CH:15]=[C:14]([OH:16])[CH:13]=[CH:12][C:10]=2[N:11]=1. The catalyst class is: 67. (4) Reactant: CO[N:3]=[C:4]1[C:12]2[C:7](=[N:8][CH:9]=[CH:10][CH:11]=2)[O:6][CH2:5]1. Product: [O:6]1[C:7]2=[N:8][CH:9]=[CH:10][CH:11]=[C:12]2[CH:4]([NH2:3])[CH2:5]1. The catalyst class is: 181. (5) Reactant: C(OC([N:8]1[CH2:12][CH2:11][C@H:10]([OH:13])[CH2:9]1)=O)(C)(C)C.[Br:14][C:15]1[CH:16]=[N:17][CH:18]=[C:19](O)[CH:20]=1.C1(P(C2C=CC=CC=2)C2C=CC=CC=2)C=CC=CC=1.N(C(OCC)=O)=NC(OCC)=O.FC(F)(F)C(O)=O. Product: [NH:8]1[CH2:12][CH2:11][C@@H:10]([O:13][C:19]2[CH:20]=[C:15]([Br:14])[CH:16]=[N:17][CH:18]=2)[CH2:9]1. The catalyst class is: 269. (6) Reactant: Cl.C(OCC)(=O)C.[Cl:8][C:9]1[CH:10]=[C:11]([O:29][CH3:30])[C:12]([S:24]([CH2:27][CH3:28])(=[O:26])=[O:25])=[C:13]([CH2:15][NH:16]C(=O)OC(C)(C)C)[CH:14]=1. Product: [ClH:8].[Cl:8][C:9]1[CH:10]=[C:11]([O:29][CH3:30])[C:12]([S:24]([CH2:27][CH3:28])(=[O:25])=[O:26])=[C:13]([CH2:15][NH2:16])[CH:14]=1. The catalyst class is: 191.